From a dataset of Reaction yield outcomes from USPTO patents with 853,638 reactions. Predict the reaction yield, written as a fraction of the theoretical maximum amount of product (1.0 means a 100% yield; for example, 0.34 means a 34% yield). (1) The reactants are [CH2:1]([C:4]1[N:5]=[C:6]([C@@H:26]2[C@H:30]([CH2:31][CH3:32])[CH2:29][C@H:28]([NH:33][S:34]([CH:37]3[CH2:39][CH2:38]3)(=[O:36])=[O:35])[CH2:27]2)[N:7]2[C:12]3[CH:13]=[CH:14][N:15](S(C4C=CC(C)=CC=4)(=O)=O)[C:11]=3[N:10]=[CH:9][C:8]=12)[CH:2]=C.I([O-])(=O)(=O)=O.[Na+].[BH4-].[Na+].Cl.CCN(C(C)C)C(C)C.[CH3:58][S:59](Cl)(=[O:61])=[O:60].C[S-].[Na+].OOS([O-])=O.[K+]. The catalyst is O1CCOCC1.O.C(Cl)Cl.C([O-])(O)=O.[Na+].CS(C)=O.[Os](=O)(=O)(=O)=O. The product is [CH2:31]([C@H:30]1[C@@H:26]([C:6]2[N:7]3[C:12]4[CH:13]=[CH:14][NH:15][C:11]=4[N:10]=[CH:9][C:8]3=[C:4]([CH2:1][CH2:2][S:59]([CH3:58])(=[O:61])=[O:60])[N:5]=2)[CH2:27][C@@H:28]([NH:33][S:34]([CH:37]2[CH2:39][CH2:38]2)(=[O:35])=[O:36])[CH2:29]1)[CH3:32]. The yield is 0.0140. (2) The reactants are Cl.[CH3:2][CH:3]1[CH2:8][CH:7]([CH3:9])[CH2:6][N:5]([C:10]2[N:15]=[C:14]([NH:16][C:17]3[C:18]4[N:19]([CH:33]=[CH:34][N:35]=4)[N:20]=[C:21]([C:23]4[CH:24]=[C:25]([CH:30]=[CH:31][CH:32]=4)[C:26]([O:28]C)=[O:27])[CH:22]=3)[CH:13]=[CH:12][CH:11]=2)[CH2:4]1.[OH-].[Na+]. The catalyst is O1CCOCC1.O. The product is [CH3:2][CH:3]1[CH2:8][CH:7]([CH3:9])[CH2:6][N:5]([C:10]2[N:15]=[C:14]([NH:16][C:17]3[C:18]4[N:19]([CH:33]=[CH:34][N:35]=4)[N:20]=[C:21]([C:23]4[CH:24]=[C:25]([CH:30]=[CH:31][CH:32]=4)[C:26]([OH:28])=[O:27])[CH:22]=3)[CH:13]=[CH:12][CH:11]=2)[CH2:4]1. The yield is 0.700. (3) The reactants are Cl[C:2]1[C:7]([C:8]#[N:9])=[C:6]([NH:10][CH2:11][CH2:12][OH:13])[N:5]=[C:4]([S:14][CH3:15])[N:3]=1.C(N(C(C)C)C(C)C)C.[C:25]1([CH:31]2[CH2:36][CH2:35][NH:34][CH2:33][CH2:32]2)[CH:30]=[CH:29][CH:28]=[CH:27][CH:26]=1. The catalyst is ClCCl. The product is [OH:13][CH2:12][CH2:11][NH:10][C:6]1[C:7]([C:8]#[N:9])=[C:2]([N:34]2[CH2:35][CH2:36][CH:31]([C:25]3[CH:30]=[CH:29][CH:28]=[CH:27][CH:26]=3)[CH2:32][CH2:33]2)[N:3]=[C:4]([S:14][CH3:15])[N:5]=1. The yield is 0.700. (4) The product is [CH2:48]([NH:50][C:3]1[N:4]=[CH:5][C:6]2[C:15](=[O:16])[N:14]([CH2:17][CH:18]3[CH2:19][CH2:20][N:21]([C:24]([O:26][C:27]([CH3:29])([CH3:28])[CH3:30])=[O:25])[CH2:22][CH2:23]3)[CH2:13][C@H:12]3[N:8]([CH2:9][CH2:10][CH2:11]3)[C:7]=2[N:31]=1)[CH3:49]. The reactants are CS[C:3]1[N:4]=[CH:5][C:6]2[C:15](=[O:16])[N:14]([CH2:17][CH:18]3[CH2:23][CH2:22][N:21]([C:24]([O:26][C:27]([CH3:30])([CH3:29])[CH3:28])=[O:25])[CH2:20][CH2:19]3)[CH2:13][C@H:12]3[N:8]([CH2:9][CH2:10][CH2:11]3)[C:7]=2[N:31]=1.ClC1C=CC=C(C(OO)=O)C=1.C(=O)(O)[O-].[Na+].[CH2:48]([NH2:50])[CH3:49].C1COCC1. The yield is 0.840. The catalyst is ClCCl.C1COCC1.